Task: Predict which catalyst facilitates the given reaction.. Dataset: Catalyst prediction with 721,799 reactions and 888 catalyst types from USPTO Reactant: [O:1]([CH2:8][C:9]1[N:13]([CH2:14][C:15]2[CH:20]=[CH:19][C:18]([O:21][C:22]([F:25])([F:24])[F:23])=[CH:17][CH:16]=2)[C:12]2[CH:26]=[CH:27][C:28]([C:30](O)=[O:31])=[CH:29][C:11]=2[N:10]=1)[C:2]1[CH:7]=[CH:6][CH:5]=[CH:4][CH:3]=1.CC(C)N=C=NC(C)C.[CH3:42][C:43]([CH3:47])([CH3:46])[CH2:44][NH2:45]. Product: [CH3:42][C:43]([CH3:47])([CH3:46])[CH2:44][NH:45][C:30]([C:28]1[CH:27]=[CH:26][C:12]2[N:13]([CH2:14][C:15]3[CH:20]=[CH:19][C:18]([O:21][C:22]([F:25])([F:23])[F:24])=[CH:17][CH:16]=3)[C:9]([CH2:8][O:1][C:2]3[CH:3]=[CH:4][CH:5]=[CH:6][CH:7]=3)=[N:10][C:11]=2[CH:29]=1)=[O:31]. The catalyst class is: 1.